Dataset: Reaction yield outcomes from USPTO patents with 853,638 reactions. Task: Predict the reaction yield, written as a fraction of the theoretical maximum amount of product (1.0 means a 100% yield; for example, 0.34 means a 34% yield). The reactants are [CH3:1][O:2][C:3](=[O:33])[C@@H:4]([NH:13][C:14]([C:16]1[CH:17]=[C:18]([C:23]2[CH:28]=[CH:27][C:26]([C:29]([F:32])([F:31])[F:30])=[CH:25][CH:24]=2)[CH:19]=[CH:20][C:21]=1[OH:22])=[O:15])[CH2:5][C:6]1[CH:11]=[CH:10][C:9](Br)=[CH:8][CH:7]=1.[F:34][C:35]([F:46])([F:45])[C:36]1[CH:37]=[C:38](B(O)O)[CH:39]=[CH:40][CH:41]=1. No catalyst specified. The product is [CH3:1][O:2][C:3](=[O:33])[C@@H:4]([NH:13][C:14]([C:16]1[CH:17]=[C:18]([C:23]2[CH:28]=[CH:27][C:26]([C:29]([F:32])([F:31])[F:30])=[CH:25][CH:24]=2)[CH:19]=[CH:20][C:21]=1[OH:22])=[O:15])[CH2:5][C:6]1[CH:11]=[CH:10][C:9]([C:40]2[CH:39]=[CH:38][CH:37]=[C:36]([C:35]([F:46])([F:45])[F:34])[CH:41]=2)=[CH:8][CH:7]=1. The yield is 0.500.